This data is from NCI-60 drug combinations with 297,098 pairs across 59 cell lines. The task is: Regression. Given two drug SMILES strings and cell line genomic features, predict the synergy score measuring deviation from expected non-interaction effect. (1) Drug 1: C1=NNC2=C1C(=O)NC=N2. Drug 2: CC12CCC3C(C1CCC2OP(=O)(O)O)CCC4=C3C=CC(=C4)OC(=O)N(CCCl)CCCl.[Na+]. Cell line: SF-539. Synergy scores: CSS=4.19, Synergy_ZIP=-0.100, Synergy_Bliss=4.77, Synergy_Loewe=2.22, Synergy_HSA=2.80. (2) Drug 1: CC1=C(N=C(N=C1N)C(CC(=O)N)NCC(C(=O)N)N)C(=O)NC(C(C2=CN=CN2)OC3C(C(C(C(O3)CO)O)O)OC4C(C(C(C(O4)CO)O)OC(=O)N)O)C(=O)NC(C)C(C(C)C(=O)NC(C(C)O)C(=O)NCCC5=NC(=CS5)C6=NC(=CS6)C(=O)NCCC[S+](C)C)O. Drug 2: CC1=C(C(=O)C2=C(C1=O)N3CC4C(C3(C2COC(=O)N)OC)N4)N. Cell line: UACC62. Synergy scores: CSS=33.3, Synergy_ZIP=-3.56, Synergy_Bliss=-0.974, Synergy_Loewe=-1.16, Synergy_HSA=2.66. (3) Drug 1: C1CN1P(=S)(N2CC2)N3CC3. Drug 2: C1C(C(OC1N2C=NC(=NC2=O)N)CO)O. Cell line: HCC-2998. Synergy scores: CSS=21.4, Synergy_ZIP=-8.36, Synergy_Bliss=-6.07, Synergy_Loewe=-5.48, Synergy_HSA=1.43. (4) Drug 1: CC12CCC3C(C1CCC2=O)CC(=C)C4=CC(=O)C=CC34C. Drug 2: C1=NC2=C(N=C(N=C2N1C3C(C(C(O3)CO)O)O)F)N. Cell line: T-47D. Synergy scores: CSS=14.2, Synergy_ZIP=-5.09, Synergy_Bliss=0.194, Synergy_Loewe=-0.532, Synergy_HSA=-0.409. (5) Drug 1: CC12CCC(CC1=CCC3C2CCC4(C3CC=C4C5=CN=CC=C5)C)O. Drug 2: C1=CC(=CC=C1CCCC(=O)O)N(CCCl)CCCl. Cell line: BT-549. Synergy scores: CSS=19.8, Synergy_ZIP=-5.32, Synergy_Bliss=-1.60, Synergy_Loewe=-4.41, Synergy_HSA=-1.93. (6) Drug 1: CC1C(C(CC(O1)OC2CC(CC3=C2C(=C4C(=C3O)C(=O)C5=C(C4=O)C(=CC=C5)OC)O)(C(=O)C)O)N)O.Cl. Drug 2: CC1C(C(CC(O1)OC2CC(OC(C2O)C)OC3=CC4=CC5=C(C(=O)C(C(C5)C(C(=O)C(C(C)O)O)OC)OC6CC(C(C(O6)C)O)OC7CC(C(C(O7)C)O)OC8CC(C(C(O8)C)O)(C)O)C(=C4C(=C3C)O)O)O)O. Cell line: OVCAR-5. Synergy scores: CSS=15.2, Synergy_ZIP=-1.40, Synergy_Bliss=5.04, Synergy_Loewe=-3.97, Synergy_HSA=3.04. (7) Drug 2: B(C(CC(C)C)NC(=O)C(CC1=CC=CC=C1)NC(=O)C2=NC=CN=C2)(O)O. Drug 1: C(CC(=O)O)C(=O)CN.Cl. Synergy scores: CSS=9.58, Synergy_ZIP=0.0223, Synergy_Bliss=-0.499, Synergy_Loewe=-26.8, Synergy_HSA=-6.18. Cell line: CAKI-1. (8) Drug 1: COC1=C(C=C2C(=C1)N=CN=C2NC3=CC(=C(C=C3)F)Cl)OCCCN4CCOCC4. Drug 2: CN(C(=O)NC(C=O)C(C(C(CO)O)O)O)N=O. Cell line: MOLT-4. Synergy scores: CSS=8.02, Synergy_ZIP=-7.50, Synergy_Bliss=-0.569, Synergy_Loewe=-15.5, Synergy_HSA=1.05.